Dataset: Full USPTO retrosynthesis dataset with 1.9M reactions from patents (1976-2016). Task: Predict the reactants needed to synthesize the given product. Given the product [F:1][C:2]([F:16])([C:8]1[CH:13]=[CH:12][CH:11]=[C:10]([O:14][CH3:15])[CH:9]=1)[CH2:3][OH:4], predict the reactants needed to synthesize it. The reactants are: [F:1][C:2]([F:16])([C:8]1[CH:13]=[CH:12][CH:11]=[C:10]([O:14][CH3:15])[CH:9]=1)[C:3](OCC)=[O:4].FC(F)(CCC1C=CC=CC=1)CO.